Dataset: Forward reaction prediction with 1.9M reactions from USPTO patents (1976-2016). Task: Predict the product of the given reaction. Given the reactants [OH:1][C@:2]1([C:30]([F:36])([F:35])[C:31]([F:34])([F:33])[F:32])[C@:18]2([CH3:19])[C@H:5]([C@H:6]3[C:15]([C@@H:16]([C:20]4[CH:25]=[CH:24][C:23]([CH:26]([OH:28])[CH3:27])=[CH:22][CH:21]=4)[CH2:17]2)=[C:14]2[C:9](=[CH:10][C:11](=[O:29])[CH2:12][CH2:13]2)[CH2:8][CH2:7]3)[CH2:4][CH2:3]1.[S:37]1[CH:41]=[CH:40][N:39]=[C:38]1[CH2:42][CH2:43][C:44](O)=[O:45], predict the reaction product. The product is: [OH:1][C@:2]1([C:30]([F:35])([F:36])[C:31]([F:32])([F:33])[F:34])[C@:18]2([CH3:19])[C@H:5]([C@H:6]3[C:15]([C@@H:16]([C:20]4[CH:21]=[CH:22][C:23]([CH:26]([O:28][C:44](=[O:45])[CH2:43][CH2:42][C:38]5[S:37][CH:41]=[CH:40][N:39]=5)[CH3:27])=[CH:24][CH:25]=4)[CH2:17]2)=[C:14]2[C:9](=[CH:10][C:11](=[O:29])[CH2:12][CH2:13]2)[CH2:8][CH2:7]3)[CH2:4][CH2:3]1.